From a dataset of NCI-60 drug combinations with 297,098 pairs across 59 cell lines. Regression. Given two drug SMILES strings and cell line genomic features, predict the synergy score measuring deviation from expected non-interaction effect. (1) Drug 1: CN(C)N=NC1=C(NC=N1)C(=O)N. Drug 2: C1C(C(OC1N2C=NC(=NC2=O)N)CO)O. Cell line: UO-31. Synergy scores: CSS=18.6, Synergy_ZIP=-6.32, Synergy_Bliss=-2.06, Synergy_Loewe=1.10, Synergy_HSA=1.52. (2) Drug 1: C1=CC(=CC=C1C#N)C(C2=CC=C(C=C2)C#N)N3C=NC=N3. Drug 2: CC=C1C(=O)NC(C(=O)OC2CC(=O)NC(C(=O)NC(CSSCCC=C2)C(=O)N1)C(C)C)C(C)C. Cell line: K-562. Synergy scores: CSS=41.9, Synergy_ZIP=3.31, Synergy_Bliss=-0.808, Synergy_Loewe=-60.0, Synergy_HSA=-9.41. (3) Drug 1: CN1CCC(CC1)COC2=C(C=C3C(=C2)N=CN=C3NC4=C(C=C(C=C4)Br)F)OC. Drug 2: C1=CC(=CC=C1CCC2=CNC3=C2C(=O)NC(=N3)N)C(=O)NC(CCC(=O)O)C(=O)O. Cell line: EKVX. Synergy scores: CSS=22.1, Synergy_ZIP=-1.09, Synergy_Bliss=-1.20, Synergy_Loewe=-4.14, Synergy_HSA=-1.51. (4) Drug 1: CC1=C(C=C(C=C1)NC(=O)C2=CC=C(C=C2)CN3CCN(CC3)C)NC4=NC=CC(=N4)C5=CN=CC=C5. Drug 2: C(CC(=O)O)C(=O)CN.Cl. Cell line: HCT-15. Synergy scores: CSS=8.12, Synergy_ZIP=-2.12, Synergy_Bliss=0.593, Synergy_Loewe=-5.22, Synergy_HSA=-0.851. (5) Drug 1: CN(C)C1=NC(=NC(=N1)N(C)C)N(C)C. Drug 2: CC1=C(C(=CC=C1)Cl)NC(=O)C2=CN=C(S2)NC3=CC(=NC(=N3)C)N4CCN(CC4)CCO. Cell line: SF-295. Synergy scores: CSS=6.89, Synergy_ZIP=-4.20, Synergy_Bliss=-3.76, Synergy_Loewe=-4.51, Synergy_HSA=-1.23. (6) Drug 1: CC1CCC2CC(C(=CC=CC=CC(CC(C(=O)C(C(C(=CC(C(=O)CC(OC(=O)C3CCCCN3C(=O)C(=O)C1(O2)O)C(C)CC4CCC(C(C4)OC)O)C)C)O)OC)C)C)C)OC. Drug 2: C1C(C(OC1N2C=NC(=NC2=O)N)CO)O. Cell line: OVCAR-5. Synergy scores: CSS=23.8, Synergy_ZIP=-6.82, Synergy_Bliss=-2.36, Synergy_Loewe=-1.49, Synergy_HSA=-1.34. (7) Drug 1: C1=CC(=CC=C1CCCC(=O)O)N(CCCl)CCCl. Drug 2: CCC(=C(C1=CC=CC=C1)C2=CC=C(C=C2)OCCN(C)C)C3=CC=CC=C3.C(C(=O)O)C(CC(=O)O)(C(=O)O)O. Cell line: A498. Synergy scores: CSS=17.3, Synergy_ZIP=-7.01, Synergy_Bliss=-7.77, Synergy_Loewe=-6.53, Synergy_HSA=-6.29. (8) Drug 1: C1CC(C1)(C(=O)O)C(=O)O.[NH2-].[NH2-].[Pt+2]. Drug 2: C(CCl)NC(=O)N(CCCl)N=O. Cell line: SK-MEL-28. Synergy scores: CSS=11.1, Synergy_ZIP=-0.258, Synergy_Bliss=4.93, Synergy_Loewe=4.12, Synergy_HSA=4.03. (9) Drug 1: C1=C(C(=O)NC(=O)N1)N(CCCl)CCCl. Drug 2: CC1=C2C(C(=O)C3(C(CC4C(C3C(C(C2(C)C)(CC1OC(=O)C(C(C5=CC=CC=C5)NC(=O)OC(C)(C)C)O)O)OC(=O)C6=CC=CC=C6)(CO4)OC(=O)C)O)C)O. Cell line: SF-295. Synergy scores: CSS=54.1, Synergy_ZIP=-7.07, Synergy_Bliss=-3.81, Synergy_Loewe=-7.04, Synergy_HSA=-0.207.